This data is from Catalyst prediction with 721,799 reactions and 888 catalyst types from USPTO. The task is: Predict which catalyst facilitates the given reaction. (1) Product: [C:28]([O:32][C:33]([N:35]1[CH2:39][CH2:38][C@H:37]([C:40](=[O:41])[NH:27][CH2:26][CH2:25][CH2:24][NH:23][C:18]2[N:17]=[C:16]([C:13]3[S:12][C:11]4[CH:10]=[CH:9][CH:8]=[C:7]([C:5](=[O:6])[NH:4][CH:1]5[CH2:2][CH2:3]5)[C:15]=4[CH:14]=3)[C:21]([Cl:22])=[CH:20][N:19]=2)[CH2:36]1)=[O:34])([CH3:31])([CH3:30])[CH3:29]. The catalyst class is: 4. Reactant: [CH:1]1([NH:4][C:5]([C:7]2[C:15]3[CH:14]=[C:13]([C:16]4[C:21]([Cl:22])=[CH:20][N:19]=[C:18]([NH:23][CH2:24][CH2:25][CH2:26][NH2:27])[N:17]=4)[S:12][C:11]=3[CH:10]=[CH:9][CH:8]=2)=[O:6])[CH2:3][CH2:2]1.[C:28]([O:32][C:33]([N:35]1[CH2:39][CH2:38][C@H:37]([C:40](O)=[O:41])[CH2:36]1)=[O:34])([CH3:31])([CH3:30])[CH3:29].C(N(CC)C(C)C)(C)C.Cl.C(N(CC)CCCN=C=NCC)C.ON1C2C=CC=CC=2N=N1. (2) Reactant: C[CH:2]1[O:6][CH2:5]CC1.C(N([CH2:12][CH3:13])CC)C.[BH3:14].[OH:15][C:16]([C:19]([OH:22])([CH3:21])[CH3:20])([CH3:18])[CH3:17].[C:23]1(C)C=[CH:27][CH:26]=[CH:25][C:24]=1P([C:25]1[CH:26]=[CH:27]C=[CH:23][C:24]=1C)[C:25]1[CH:26]=[CH:27]C=[CH:23][C:24]=1C.[Cl-].[NH4+].[OH2:47]. Product: [CH3:23][C:24]1[CH:25]=[CH:26][C:27]([B:14]2[O:22][C:19]([CH3:21])([CH3:20])[C:16]([CH3:18])([CH3:17])[O:15]2)=[C:13]([CH:12]=1)[C:5]([O:6][CH3:2])=[O:47]. The catalyst class is: 167. (3) Reactant: [I:1][C:2]1[N:11]=[C:10]2[N:4]([CH2:5][CH2:6][C:7]3[CH:23]=[CH:22][CH:21]=[CH:20][C:8]=3[CH:9]2[O:12][CH:13]2[CH2:18][CH2:17][N:16]([CH3:19])[CH2:15][CH2:14]2)[C:3]=1[C:24]#[N:25].[OH-].[Na+].OO.[O-:30]S([O-])(=S)=O.[Na+].[Na+]. Product: [I:1][C:2]1[N:11]=[C:10]2[N:4]([CH2:5][CH2:6][C:7]3[CH:23]=[CH:22][CH:21]=[CH:20][C:8]=3[CH:9]2[O:12][CH:13]2[CH2:14][CH2:15][N:16]([CH3:19])[CH2:17][CH2:18]2)[C:3]=1[C:24]([NH2:25])=[O:30]. The catalyst class is: 5. (4) Reactant: [Br:1][C:2]1[CH:7]=[CH:6][C:5]([CH2:8][CH2:9][C:10]([S:15]([CH3:18])(=[O:17])=[O:16])([CH3:14])[C:11]([OH:13])=O)=[C:4]([F:19])[CH:3]=1.[O:20]1[CH2:25][CH2:24][CH2:23][CH2:22][CH:21]1[O:26][NH2:27].O.ON1C2C=CC=CC=2N=N1.C(N(CC)CC)C.Cl.CN(C)CCCN=C=NCC. Product: [Br:1][C:2]1[CH:7]=[CH:6][C:5]([CH2:8][CH2:9][C:10]([CH3:14])([S:15]([CH3:18])(=[O:17])=[O:16])[C:11]([NH:27][O:26][CH:21]2[CH2:22][CH2:23][CH2:24][CH2:25][O:20]2)=[O:13])=[C:4]([F:19])[CH:3]=1. The catalyst class is: 46. (5) Reactant: O.[NH2:2][NH2:3].[C:4]([C:10]([O:12][CH3:13])=[O:11])#[C:5][C:6](OC)=[O:7]. Product: [OH:7][C:6]1[CH:5]=[C:4]([C:10]([O:12][CH3:13])=[O:11])[NH:3][N:2]=1. The catalyst class is: 11. (6) Reactant: [F:1][C:2]1[CH:8]=[C:7]([N:9]2[CH:13]=[N:12][C:11]([CH3:14])=[N:10]2)[C:6]([O:15][CH3:16])=[CH:5][C:3]=1[NH2:4].[C:17](N1C=CC=CC1=O)(N1C=CC=CC1=O)=[S:18]. Product: [F:1][C:2]1[C:3]([N:4]=[C:17]=[S:18])=[CH:5][C:6]([O:15][CH3:16])=[C:7]([N:9]2[CH:13]=[N:12][C:11]([CH3:14])=[N:10]2)[CH:8]=1. The catalyst class is: 4. (7) Reactant: [OH:1][C:2]1[CH:3]=[C:4]([CH:9]=[CH:10][CH:11]=1)[C:5]([O:7][CH3:8])=[O:6].Br[CH2:13][CH2:14][CH2:15][Cl:16].C([O-])([O-])=O.[K+].[K+].C(OCC)C. Product: [CH3:8][O:7][C:5](=[O:6])[C:4]1[CH:9]=[CH:10][CH:11]=[C:2]([O:1][CH2:13][CH2:14][CH2:15][Cl:16])[CH:3]=1. The catalyst class is: 21. (8) Reactant: [Br:1][C:2]1[C:10]2[C:9](=[O:11])[NH:8][CH:7]=[N:6][C:5]=2[S:4][CH:3]=1.[H-].[Na+].[CH3:14]I.[Cl-].[NH4+]. Product: [Br:1][C:2]1[C:10]2[C:9](=[O:11])[N:8]([CH3:14])[CH:7]=[N:6][C:5]=2[S:4][CH:3]=1. The catalyst class is: 3.